This data is from Reaction yield outcomes from USPTO patents with 853,638 reactions. The task is: Predict the reaction yield, written as a fraction of the theoretical maximum amount of product (1.0 means a 100% yield; for example, 0.34 means a 34% yield). The reactants are [N+:1]([C:4]1[N:9]=[CH:8][C:7]([O:10][CH:11]2[CH2:14][N:13]([C:15]([O:17][C:18]([CH3:21])([CH3:20])[CH3:19])=[O:16])[CH2:12]2)=[CH:6][CH:5]=1)([O-])=O. The catalyst is [Pd].CO. The product is [NH2:1][C:4]1[N:9]=[CH:8][C:7]([O:10][CH:11]2[CH2:14][N:13]([C:15]([O:17][C:18]([CH3:21])([CH3:20])[CH3:19])=[O:16])[CH2:12]2)=[CH:6][CH:5]=1. The yield is 0.990.